Dataset: HIV replication inhibition screening data with 41,000+ compounds from the AIDS Antiviral Screen. Task: Binary Classification. Given a drug SMILES string, predict its activity (active/inactive) in a high-throughput screening assay against a specified biological target. (1) The drug is COc1cc(C2=NN(C)C(c3ccc([N+](=O)[O-])o3)C2)cc(OC)c1OC. The result is 0 (inactive). (2) The compound is CC(=O)NC1C(OC2C(CO)OC(OCC3OC(n4ccc(=N)[nH]c4=O)C(O)C3O)C(NC(C)=O)C2O)OC(CO)C(O)C1O. The result is 0 (inactive). (3) The compound is O=C1CCC2(c3ccccc3)Nc3ccccc3N12. The result is 0 (inactive). (4) The molecule is O=C1CNC(=O)c2nc[nH]c2N1. The result is 0 (inactive). (5) The compound is OC1CCC(COC(c2ccccc2)(c2ccccc2)c2ccccc2)O1. The result is 0 (inactive). (6) The molecule is O=C1C=CC(=O)c2c1c1c(c3c2C2c4ccccc4C3c3ccccc32)C2c3ccccc3C1c1ccccc12. The result is 0 (inactive).